This data is from Forward reaction prediction with 1.9M reactions from USPTO patents (1976-2016). The task is: Predict the product of the given reaction. (1) Given the reactants [H-].[Na+].[CH3:3][N:4]([CH3:8])[CH2:5][CH2:6][OH:7].Cl[C:10]1[CH:15]=[CH:14][N:13]=[CH:12][C:11]=1[C:16]1[N:24]=[CH:23][C:22]2[NH:21][C:20]3[N:25]=[CH:26][C:27]([C:29]4[CH:30]=[N:31][N:32]([CH3:34])[CH:33]=4)=[CH:28][C:19]=3[C:18]=2[CH:17]=1, predict the reaction product. The product is: [NH3:4].[CH3:3][N:4]([CH3:8])[CH2:5][CH2:6][O:7][C:10]1[CH:15]=[CH:14][N:13]=[CH:12][C:11]=1[C:16]1[N:24]=[CH:23][C:22]2[NH:21][C:20]3[N:25]=[CH:26][C:27]([C:29]4[CH:30]=[N:31][N:32]([CH3:34])[CH:33]=4)=[CH:28][C:19]=3[C:18]=2[CH:17]=1. (2) Given the reactants [N:1]([CH2:4][CH2:5][O:6][C:7]1[CH:8]=[C:9]([C:13]#[C:14][C:15]2[CH:20]=[CH:19][CH:18]=[C:17]([CH3:21])[N:16]=2)[CH:10]=[CH:11][CH:12]=1)=[N+]=[N-].C1C=CC(P(C2C=CC=CC=2)C2C=CC=CC=2)=CC=1.O, predict the reaction product. The product is: [CH3:21][C:17]1[N:16]=[C:15]([C:14]#[C:13][C:9]2[CH:8]=[C:7]([CH:12]=[CH:11][CH:10]=2)[O:6][CH2:5][CH2:4][NH2:1])[CH:20]=[CH:19][CH:18]=1. (3) Given the reactants C([O:8][C:9]1[CH:18]=[C:17]2[C:12]([C:13]([NH:19][C:20]3[CH:25]=[C:24]([O:26][CH3:27])[CH:23]=[CH:22][C:21]=3[Cl:28])=[N:14][CH:15]=[N:16]2)=[C:11]([O:29][CH:30]2[CH2:35][CH2:34][CH2:33][CH2:32][CH2:31]2)[CH:10]=1)C1C=CC=CC=1.FC(F)(F)C(O)=O, predict the reaction product. The product is: [Cl:28][C:21]1[CH:22]=[CH:23][C:24]([O:26][CH3:27])=[CH:25][C:20]=1[NH:19][C:13]1[C:12]2[C:17](=[CH:18][C:9]([OH:8])=[CH:10][C:11]=2[O:29][CH:30]2[CH2:31][CH2:32][CH2:33][CH2:34][CH2:35]2)[N:16]=[CH:15][N:14]=1.